Dataset: Forward reaction prediction with 1.9M reactions from USPTO patents (1976-2016). Task: Predict the product of the given reaction. (1) The product is: [F:18][C:19]1[CH:20]=[C:21]([CH:25]=[C:26]([F:28])[CH:27]=1)[C:22]([NH:16][C:15](=[NH:17])[N:10]1[CH:14]=[CH:13][CH:12]=[N:11]1)=[O:23]. Given the reactants CCN(C(C)C)C(C)C.[N:10]1([C:15]([NH2:17])=[NH:16])[CH:14]=[CH:13][CH:12]=[N:11]1.[F:18][C:19]1[CH:20]=[C:21]([CH:25]=[C:26]([F:28])[CH:27]=1)[C:22](Cl)=[O:23].[NH4+].[Cl-], predict the reaction product. (2) Given the reactants [F:1][C:2]([F:29])([F:28])[C:3]1[CH:4]=[C:5]([C@H:13]2[C@H:22]([C:23]([OH:25])=O)[C:21]3[C:16](=[CH:17][CH:18]=[CH:19][CH:20]=3)[C:15](=[O:26])[N:14]2[CH3:27])[CH:6]=[C:7]([C:9]([F:12])([F:11])[F:10])[CH:8]=1.C1CN([P+](ON2N=NC3C=CC=CC2=3)(N2CCCC2)N2CCCC2)CC1.F[P-](F)(F)(F)(F)F.[NH2:63][C:64]1[S:65][CH:66]=[CH:67][N:68]=1.C(N(CC)C(C)C)(C)C, predict the reaction product. The product is: [F:10][C:9]([F:11])([F:12])[C:7]1[CH:6]=[C:5]([C@H:13]2[C@H:22]([C:23]([NH:63][C:64]3[S:65][CH:66]=[CH:67][N:68]=3)=[O:25])[C:21]3[C:16](=[CH:17][CH:18]=[CH:19][CH:20]=3)[C:15](=[O:26])[N:14]2[CH3:27])[CH:4]=[C:3]([C:2]([F:29])([F:28])[F:1])[CH:8]=1. (3) The product is: [CH:26]([N:22]([CH:23]([CH3:25])[CH3:24])[CH2:21][CH2:20][CH:19]([C:12]1[CH:13]=[C:14]([CH2:17][OH:18])[CH:15]=[CH:16][C:11]=1[O:10][C:8](=[O:9])[NH:7][C:6]1[CH:5]=[CH:13][CH:12]=[CH:11][CH:16]=1)[C:29]1[CH:34]=[CH:33][CH:32]=[CH:31][CH:30]=1)([CH3:28])[CH3:27]. Given the reactants Cl.C(O[C:5](=O)[CH2:6][NH:7][C:8]([O:10][C:11]1[CH:16]=[CH:15][C:14]([CH2:17][OH:18])=[CH:13][C:12]=1[CH:19]([C:29]1[CH:34]=[CH:33][CH:32]=[CH:31][CH:30]=1)[CH2:20][CH2:21][N:22]([CH:26]([CH3:28])[CH3:27])[CH:23]([CH3:25])[CH3:24])=[O:9])C, predict the reaction product. (4) Given the reactants [H-].[Al+3].[Li+].[H-].[H-].[H-].[F:7][C:8]([F:31])([F:30])[C:9]1[CH:14]=[CH:13][C:12]([C:15]2[S:16][C:17]([C:25](OCC)=[O:26])=[C:18]([C:20](OCC)=[O:21])[N:19]=2)=[CH:11][CH:10]=1.S(=O)(=O)(O)O.O, predict the reaction product. The product is: [OH:26][CH2:25][C:17]1[S:16][C:15]([C:12]2[CH:11]=[CH:10][C:9]([C:8]([F:31])([F:30])[F:7])=[CH:14][CH:13]=2)=[N:19][C:18]=1[CH2:20][OH:21]. (5) Given the reactants [OH:1][CH2:2][C:3]1[CH:4]=[C:5]([CH:10]=[CH:11][N:12]=1)[C:6]([O:8][CH3:9])=[O:7].[Cl:13][C:14]1[CH:19]=[CH:18][C:17]([Cl:20])=[CH:16][C:15]=1O, predict the reaction product. The product is: [Cl:13][C:14]1[CH:19]=[CH:18][C:17]([Cl:20])=[CH:16][C:15]=1[O:1][CH2:2][C:3]1[CH:4]=[C:5]([CH:10]=[CH:11][N:12]=1)[C:6]([O:8][CH3:9])=[O:7]. (6) Given the reactants [F:1][C:2]1[CH:32]=[CH:31][C:5]([CH2:6][N:7]2[C@@H:12]([CH3:13])[CH2:11][N:10]([C:14](=[O:29])[CH2:15][CH2:16][C:17]3[CH:27]=[CH:26][C:25]([CH3:28])=[CH:24][C:18]=3[O:19][CH2:20][C:21](O)=[O:22])[C@H:9]([CH3:30])[CH2:8]2)=[CH:4][CH:3]=1.Cl.CN(C)CCCN=C=NCC.[CH3:45][S:46]([NH2:49])(=[O:48])=[O:47].C(N(CC)CC)C, predict the reaction product. The product is: [F:1][C:2]1[CH:32]=[CH:31][C:5]([CH2:6][N:7]2[C@@H:12]([CH3:13])[CH2:11][N:10]([C:14](=[O:29])[CH2:15][CH2:16][C:17]3[CH:27]=[CH:26][C:25]([CH3:28])=[CH:24][C:18]=3[O:19][CH2:20][C:21]([NH:49][S:46]([CH3:45])(=[O:48])=[O:47])=[O:22])[C@H:9]([CH3:30])[CH2:8]2)=[CH:4][CH:3]=1. (7) Given the reactants [CH3:1][C:2]([C:35]([OH:37])=[O:36])([C:4]1[CH:5]=[CH:6][C:7]([CH:10]([OH:34])[CH2:11][CH2:12][CH2:13][N:14]2[CH2:19][CH2:18][CH:17]([C:20]([OH:33])([C:27]3[CH:28]=[CH:29][CH:30]=[CH:31][CH:32]=3)[C:21]3[CH:22]=[CH:23][CH:24]=[CH:25][CH:26]=3)[CH2:16][CH2:15]2)=[CH:8][CH:9]=1)[CH3:3].Cl.C(#N)C.C(N(CC)CC)C, predict the reaction product. The product is: [CH3:3][C:2]([C:35]([OH:37])=[O:36])([C:4]1[CH:9]=[CH:8][C:7]([CH:10]([OH:34])[CH2:11][CH2:12][CH2:13][N:14]2[CH2:15][CH2:16][CH:17]([C:20]([OH:33])([C:21]3[CH:26]=[CH:25][CH:24]=[CH:23][CH:22]=3)[C:27]3[CH:28]=[CH:29][CH:30]=[CH:31][CH:32]=3)[CH2:18][CH2:19]2)=[CH:6][CH:5]=1)[CH3:1]. (8) Given the reactants [O:1]1[C:10]2[CH2:9][CH2:8][N:7]([C:11]([O:13][C:14]([CH3:17])([CH3:16])[CH3:15])=[O:12])[CH2:6][CH2:5][C:4]=2[CH:3]=[CH:2]1.[Br:18]N1C(=O)CCC1=O.C([O-])(O)=O.[Na+], predict the reaction product. The product is: [Br:18][C:2]1[O:1][C:10]2[CH2:9][CH2:8][N:7]([C:11]([O:13][C:14]([CH3:17])([CH3:16])[CH3:15])=[O:12])[CH2:6][CH2:5][C:4]=2[CH:3]=1. (9) The product is: [CH:3]1([CH:2]([C:5]2[CH:6]=[C:7]([CH:12]=[CH:13][CH:14]=2)[C:8]([O:10][CH3:11])=[O:9])[CH3:1])[CH2:16][CH2:4]1. Given the reactants [CH3:1][CH:2]([C:5]1[CH:6]=[C:7]([CH:12]=[CH:13][CH:14]=1)[C:8]([O:10][CH3:11])=[O:9])[CH:3]=[CH2:4].I[CH2:16]Cl.C([Zn]CC)C, predict the reaction product.